Task: Regression/Classification. Given a drug SMILES string, predict its absorption, distribution, metabolism, or excretion properties. Task type varies by dataset: regression for continuous measurements (e.g., permeability, clearance, half-life) or binary classification for categorical outcomes (e.g., BBB penetration, CYP inhibition). Dataset: bbb_martins.. Dataset: Blood-brain barrier penetration binary classification data from Martins et al. The molecule is Nc1ncc2ncn(COCCO)c2n1. The result is 1 (penetrates BBB).